From a dataset of Full USPTO retrosynthesis dataset with 1.9M reactions from patents (1976-2016). Predict the reactants needed to synthesize the given product. (1) Given the product [CH3:17][O:16][CH2:15][CH2:14][N:4]1[C:5](=[O:13])[C:6]([C:7]2[CH:12]=[CH:11][CH:10]=[CH:9][CH:8]=2)=[C:2]([NH:25][C:24]2[CH:26]=[CH:27][C:21]([S:20][CH3:19])=[CH:22][CH:23]=2)[C:3]1=[O:18], predict the reactants needed to synthesize it. The reactants are: Cl[C:2]1[C:3](=[O:18])[N:4]([CH2:14][CH2:15][O:16][CH3:17])[C:5](=[O:13])[C:6]=1[C:7]1[CH:12]=[CH:11][CH:10]=[CH:9][CH:8]=1.[CH3:19][S:20][C:21]1[CH:27]=[CH:26][C:24]([NH2:25])=[CH:23][CH:22]=1.O. (2) Given the product [O:1]1[CH2:6][CH2:5][CH2:4][CH2:3][CH:2]1[O:7][CH2:8][CH2:9][C:10]1[NH:11][C:12]2[C:17]([CH:18]=1)=[CH:16][CH:15]=[C:14]([CH:19]=[O:20])[CH:13]=2, predict the reactants needed to synthesize it. The reactants are: [O:1]1[CH2:6][CH2:5][CH2:4][CH2:3][CH:2]1[O:7][CH2:8][CH2:9][C:10]1[NH:11][C:12]2[C:17]([CH:18]=1)=[CH:16][CH:15]=[C:14]([CH2:19][OH:20])[CH:13]=2.